Dataset: Peptide-MHC class II binding affinity with 134,281 pairs from IEDB. Task: Regression. Given a peptide amino acid sequence and an MHC pseudo amino acid sequence, predict their binding affinity value. This is MHC class II binding data. (1) The peptide sequence is ASIVKASFEEGKCGL. The MHC is DRB3_0101 with pseudo-sequence DRB3_0101. The binding affinity (normalized) is 0. (2) The peptide sequence is EKKYFAATQPEPLAA. The MHC is HLA-DPA10103-DPB10601 with pseudo-sequence HLA-DPA10103-DPB10601. The binding affinity (normalized) is 0.366. (3) The peptide sequence is GLTSTRMFLKVRESNTTE. The MHC is DRB1_0404 with pseudo-sequence DRB1_0404. The binding affinity (normalized) is 0.0823. (4) The peptide sequence is TEAFSTAWQAACKKP. The MHC is DRB1_1101 with pseudo-sequence DRB1_1101. The binding affinity (normalized) is 0.424. (5) The peptide sequence is DEELLKAVRIIKILYQSNP. The MHC is DRB5_0101 with pseudo-sequence DRB5_0101. The binding affinity (normalized) is 0.548. (6) The peptide sequence is AFKVAATQANAAPAN. The MHC is DRB1_0901 with pseudo-sequence DRB1_0901. The binding affinity (normalized) is 0.720. (7) The peptide sequence is MWDPDVYLAFSGHRN. The MHC is DRB1_1101 with pseudo-sequence DRB1_1101. The binding affinity (normalized) is 0.449.